Dataset: Catalyst prediction with 721,799 reactions and 888 catalyst types from USPTO. Task: Predict which catalyst facilitates the given reaction. (1) Reactant: [Cl:1][C:2]1[CH:7]=[C:6]([CH2:8][OH:9])[CH:5]=[C:4]([C:10]([F:13])([F:12])[F:11])[N:3]=1.Cl[C:15]1C(CO)=CC=C(C(F)(F)F)N=1.C(=O)([O-])[O-].[K+].[K+].CI. Product: [Cl:1][C:2]1[CH:7]=[C:6]([CH2:8][O:9][CH3:15])[CH:5]=[C:4]([C:10]([F:11])([F:12])[F:13])[N:3]=1. The catalyst class is: 35. (2) The catalyst class is: 5. Reactant: Cl[Sn]Cl.Cl.[CH2:5]([O:7][P:8]([CH2:13][O:14][C:15]1[CH:20]=[CH:19][C:18]([O:21][CH3:22])=[CH:17][C:16]=1[N+:23]([O-])=O)([O:10][CH2:11][CH3:12])=[O:9])[CH3:6]. Product: [CH2:11]([O:10][P:8]([CH2:13][O:14][C:15]1[CH:20]=[CH:19][C:18]([O:21][CH3:22])=[CH:17][C:16]=1[NH2:23])([O:7][CH2:5][CH3:6])=[O:9])[CH3:12].